From a dataset of Forward reaction prediction with 1.9M reactions from USPTO patents (1976-2016). Predict the product of the given reaction. (1) Given the reactants [Cl:1][C:2]1[CH:7]=[CH:6][C:5](/[CH:8]=[CH:9]/[C:10]([N:12]2[CH2:17][CH2:16][C:15]([CH2:19][N:20]3[CH:24]=[C:23]([C:25](O)=[O:26])[CH:22]=[N:21]3)([OH:18])[CH2:14][CH2:13]2)=[O:11])=[C:4]([CH2:28][N:29]2[N:33]=[N:32][C:31]([CH3:34])=[N:30]2)[CH:3]=1.[NH:35]1[CH2:40][CH2:39][CH2:38][CH2:37][CH2:36]1.CCN(C(C)C)C(C)C.C(P1(=O)OP(CCC)(=O)OP(CCC)(=O)O1)CC, predict the reaction product. The product is: [Cl:1][C:2]1[CH:7]=[CH:6][C:5](/[CH:8]=[CH:9]/[C:10]([N:12]2[CH2:13][CH2:14][C:15]([OH:18])([CH2:19][N:20]3[CH:24]=[C:23]([C:25]([N:35]4[CH2:40][CH2:39][CH2:38][CH2:37][CH2:36]4)=[O:26])[CH:22]=[N:21]3)[CH2:16][CH2:17]2)=[O:11])=[C:4]([CH2:28][N:29]2[N:33]=[N:32][C:31]([CH3:34])=[N:30]2)[CH:3]=1. (2) Given the reactants C([C:9]1[CH:14]=[CH:13][CH:12]=[CH:11][CH:10]=1)(=O)[C:9]1[CH:14]=[CH:13][CH:12]=[CH:11][CH:10]=1.Cl[CH2:16][C:17]([O:19]C)=[O:18].[CH3:21][O-:22].[Na+].[C:24]1([CH3:34])[CH:29]=[CH:28][C:27](S(O)(=O)=O)=[CH:26][CH:25]=1.[OH-:35].[Na+], predict the reaction product. The product is: [OH:35][CH:16]([C:34]([O:22][CH3:21])([C:9]1[CH:10]=[CH:11][CH:12]=[CH:13][CH:14]=1)[C:24]1[CH:29]=[CH:28][CH:27]=[CH:26][CH:25]=1)[C:17]([OH:19])=[O:18]. (3) Given the reactants [NH2:1][CH:2]1[CH2:7][CH2:6][N:5]([CH2:8][CH2:9][N:10]2[C:19]3[C:14](=[N:15][CH:16]=[C:17]([F:20])[CH:18]=3)[CH:13]=[CH:12][C:11]2=[O:21])[CH2:4][CH2:3]1.[Cl:22][C:23]1[CH:24]=[C:25]([CH:31]=O)[CH:26]=[N:27][C:28]=1[CH2:29][OH:30].C(O[BH-](OC(=O)C)OC(=O)C)(=O)C.[Na+], predict the reaction product. The product is: [Cl:22][C:23]1[CH:24]=[C:25]([CH2:31][NH:1][CH:2]2[CH2:3][CH2:4][N:5]([CH2:8][CH2:9][N:10]3[C:19]4[C:14](=[N:15][CH:16]=[C:17]([F:20])[CH:18]=4)[CH:13]=[CH:12][C:11]3=[O:21])[CH2:6][CH2:7]2)[CH:26]=[N:27][C:28]=1[CH2:29][OH:30]. (4) Given the reactants [CH:1]1[C:10]2[C:5](=[CH:6][CH:7]=[CH:8][CH:9]=2)[CH:4]=[CH:3][C:2]=1[CH:11](O)[CH3:12].P(Br)(Br)[Br:15], predict the reaction product. The product is: [Br:15][CH:11]([C:2]1[CH:3]=[CH:4][C:5]2[C:10](=[CH:9][CH:8]=[CH:7][CH:6]=2)[CH:1]=1)[CH3:12]. (5) Given the reactants [NH:1]1[CH2:6][CH2:5][O:4][CH2:3][CH2:2]1.[Cl-].C[Al+]C.[F:11][C:12]1[CH:21]=[CH:20][C:19]2[O:18][CH2:17][C:16]3[CH:22]=[C:23]([C:25]([O-])=[O:26])[S:24][C:15]=3[C:14]=2[CH:13]=1, predict the reaction product. The product is: [F:11][C:12]1[CH:21]=[CH:20][C:19]2[O:18][CH2:17][C:16]3[CH:22]=[C:23]([C:25]([N:1]4[CH2:6][CH2:5][O:4][CH2:3][CH2:2]4)=[O:26])[S:24][C:15]=3[C:14]=2[CH:13]=1. (6) Given the reactants [N:1]1[CH:6]=[CH:5][CH:4]=[CH:3][C:2]=1[CH2:7][O:8][C:9]1[CH:10]=[C:11]([CH:14]=[CH:15][CH:16]=1)[CH:12]=O.[N+:17]([CH3:20])([O-:19])=[O:18].C([O-])(=O)C.[NH4+], predict the reaction product. The product is: [N+:17](/[CH:20]=[CH:12]/[C:11]1[CH:10]=[C:9]([CH:16]=[CH:15][CH:14]=1)[O:8][CH2:7][C:2]1[CH:3]=[CH:4][CH:5]=[CH:6][N:1]=1)([O-:19])=[O:18]. (7) Given the reactants [CH3:1][C:2]1([CH3:13])[CH2:11][CH2:10][C:9]2[C:4](=[CH:5][CH:6]=[C:7]([CH3:12])[CH:8]=2)[NH:3]1.[N+:14]([O-])([OH:16])=[O:15].C([O-])([O-])=O.[K+].[K+], predict the reaction product. The product is: [CH3:1][C:2]1([CH3:13])[CH2:11][CH2:10][C:9]2[C:4](=[CH:5][C:6]([N+:14]([O-:16])=[O:15])=[C:7]([CH3:12])[CH:8]=2)[NH:3]1.